From a dataset of Catalyst prediction with 721,799 reactions and 888 catalyst types from USPTO. Predict which catalyst facilitates the given reaction. (1) Reactant: [NH2:1][C:2]1[CH:7]=[C:6]([Cl:8])[N:5]=[C:4]([NH:9][CH2:10][CH2:11][NH:12][C:13]2[N:18]=[CH:17][C:16]([C:19]#[N:20])=[CH:15][CH:14]=2)[N:3]=1.Br[CH2:22][C:23](=O)[C:24]([O:26][CH2:27][CH3:28])=[O:25]. The catalyst class is: 3. Product: [Cl:8][C:6]1[N:5]=[C:4]([NH:9][CH2:10][CH2:11][NH:12][C:13]2[CH:14]=[CH:15][C:16]([C:19]#[N:20])=[CH:17][N:18]=2)[N:3]2[CH:22]=[C:23]([C:24]([O:26][CH2:27][CH3:28])=[O:25])[N:1]=[C:2]2[CH:7]=1. (2) Product: [N:1]1([C:9]2[CH:14]=[CH:13][C:12]([C:15]3[CH:20]=[CH:19][C:18]([O:21][CH2:22][CH2:23][O:24][CH2:25][CH2:26][CH2:27][CH3:28])=[CH:17][CH:16]=3)=[CH:11][C:10]=2/[CH:29]=[CH:30]/[C:31]([OH:33])=[O:32])[CH2:2][CH2:3][CH2:4][CH2:5][CH2:6][CH2:7][CH2:8]1. The catalyst class is: 219. Reactant: [N:1]1([C:9]2[CH:14]=[CH:13][C:12]([C:15]3[CH:20]=[CH:19][C:18]([O:21][CH2:22][CH2:23][O:24][CH2:25][CH2:26][CH2:27][CH3:28])=[CH:17][CH:16]=3)=[CH:11][C:10]=2/[CH:29]=[CH:30]/[C:31]([O:33]CC)=[O:32])[CH2:8][CH2:7][CH2:6][CH2:5][CH2:4][CH2:3][CH2:2]1.[OH-].[Na+].Cl. (3) Reactant: [C:1]1([C@@H](N)C)C=CC=CC=1.[Cl:10][C:11]1[C:23]2[C:22]3[C:17](=[CH:18][CH:19]=[CH:20][CH:21]=3)[C:16]([OH:28])([C:24]([F:27])([F:26])[F:25])[C:15]=2[CH:14]=[C:13]([C:29]([OH:31])=[O:30])[CH:12]=1. Product: [CH3:1][O:30][C:29]([C:13]1[CH:12]=[C:11]([Cl:10])[C:23]2[C:22]3[C:17](=[CH:18][CH:19]=[CH:20][CH:21]=3)[C:16]([OH:28])([C:24]([F:26])([F:27])[F:25])[C:15]=2[CH:14]=1)=[O:31]. The catalyst class is: 13. (4) Reactant: [Cl:1][C:2]1[C:3]([CH2:13][N:14]([CH:40]2[CH2:42][CH2:41]2)[C:15]([C@@H:17]2[C@:22]([C:25]3[CH:30]=[CH:29][C:28]([F:31])=[C:27]([F:32])[CH:26]=3)([O:23][CH3:24])[CH2:21][CH2:20][N:19]([C:33]([O:35][C:36]([CH3:39])([CH3:38])[CH3:37])=[O:34])[CH2:18]2)=[O:16])=[CH:4][C:5]([CH2:8][CH2:9][CH2:10][O:11][CH3:12])=[N:6][CH:7]=1.C1C=C(Cl)C=C(C(OO)=[O:51])C=1. Product: [Cl:1][C:2]1[C:3]([CH2:13][N:14]([CH:40]2[CH2:41][CH2:42]2)[C:15]([C@@H:17]2[C@:22]([C:25]3[CH:30]=[CH:29][C:28]([F:31])=[C:27]([F:32])[CH:26]=3)([O:23][CH3:24])[CH2:21][CH2:20][N:19]([C:33]([O:35][C:36]([CH3:37])([CH3:38])[CH3:39])=[O:34])[CH2:18]2)=[O:16])=[CH:4][C:5]([CH2:8][CH2:9][CH2:10][O:11][CH3:12])=[N+:6]([O-:51])[CH:7]=1. The catalyst class is: 2. (5) Reactant: [Cl:1][C:2]1[CH:7]=[CH:6][C:5]([CH:8]2[CH2:13][C:12](=[O:14])[N:11]([CH3:15])[C:10]([CH3:16])=[C:9]2[C:17]([O:19]C)=[O:18])=[C:4]([F:21])[CH:3]=1. Product: [Cl:1][C:2]1[CH:7]=[CH:6][C:5]([CH:8]2[CH2:13][C:12](=[O:14])[N:11]([CH3:15])[C:10]([CH3:16])=[C:9]2[C:17]([OH:19])=[O:18])=[C:4]([F:21])[CH:3]=1. The catalyst class is: 1. (6) Reactant: [CH3:1][C:2]([CH3:29])([CH:4]([OH:28])[C@H:5]([NH:8]C(C1C=CC=CC=1)(C1C=CC=CC=1)C1C=CC=CC=1)[CH2:6][CH3:7])[CH3:3].FC(F)(F)C(O)=O. Product: [NH2:8][C@H:5]([CH2:6][CH3:7])[CH:4]([OH:28])[C:2]([CH3:29])([CH3:3])[CH3:1]. The catalyst class is: 2.